This data is from Reaction yield outcomes from USPTO patents with 853,638 reactions. The task is: Predict the reaction yield, written as a fraction of the theoretical maximum amount of product (1.0 means a 100% yield; for example, 0.34 means a 34% yield). (1) The yield is 0.0630. The catalyst is O1CCCC1.CN(C)C=O. The reactants are [NH2:1][C:2]1[CH:15]=[CH:14][C:5]([O:6][C:7]2[CH:12]=[CH:11][N:10]=[C:9]([NH2:13])[CH:8]=2)=[CH:4][C:3]=1[F:16].C(N(CC)CC)C.Cl[C:25](OC1C=CC=CC=1)=[O:26].[NH:34]1[CH2:39][CH2:38][O:37][CH2:36][CH2:35]1. The product is [NH2:1][C:2]1[CH:15]=[CH:14][C:5]([O:6][C:7]2[CH:12]=[CH:11][N:10]=[C:9]([NH:13][C:25]([N:34]3[CH2:39][CH2:38][O:37][CH2:36][CH2:35]3)=[O:26])[CH:8]=2)=[CH:4][C:3]=1[F:16]. (2) The reactants are Br[C:2]1[CH:7]=[CH:6][C:5]([C@@H:8]([N:10]2[CH2:15][CH2:14][C@@:13]([C:21]3[CH:26]=[CH:25][C:24]([F:27])=[CH:23][CH:22]=3)([CH2:16][C:17]([OH:20])([CH3:19])[CH3:18])[O:12][C:11]2=[O:28])[CH3:9])=[CH:4][CH:3]=1.[CH3:29][C:30]1([CH3:46])[C:34]([CH3:36])([CH3:35])[O:33][B:32]([B:32]2[O:33][C:34]([CH3:36])([CH3:35])[C:30]([CH3:46])([CH3:29])[O:31]2)[O:31]1.CC([O-])=O.[K+]. The catalyst is CS(C)=O.CCOC(C)=O. The product is [F:27][C:24]1[CH:25]=[CH:26][C:21]([C@:13]2([CH2:16][C:17]([OH:20])([CH3:19])[CH3:18])[O:12][C:11](=[O:28])[N:10]([C@H:8]([C:5]3[CH:6]=[CH:7][C:2]([B:32]4[O:33][C:34]([CH3:36])([CH3:35])[C:30]([CH3:46])([CH3:29])[O:31]4)=[CH:3][CH:4]=3)[CH3:9])[CH2:15][CH2:14]2)=[CH:22][CH:23]=1. The yield is 0.990. (3) The reactants are [CH2:1]([C:3]1[CH:4]=[CH:5][C:6](OC)=[C:7]([C:9]([C:11]2[CH:16]=[CH:15][CH:14]=[CH:13][CH:12]=2)=[O:10])[CH:8]=1)[CH3:2].C([O:21][C:22](=[O:43])[C:23]([O:26][C:27]1[CH:32]=[CH:31][C:30]([O:33][CH2:34][CH2:35][CH:36]([O:38]S(C)(=O)=O)[CH3:37])=[CH:29][CH:28]=1)([CH3:25])[CH3:24])C.C([O-])([O-])=O.[Cs+].[Cs+].Cl.[OH-].[Na+]. The catalyst is CN(C=O)C.CCOCC.C(O)C.O. The product is [C:9]([C:7]1[CH:8]=[C:3]([CH2:1][CH3:2])[CH:4]=[CH:5][C:6]=1[O:38][CH:36]([CH3:37])[CH2:35][CH2:34][O:33][C:30]1[CH:29]=[CH:28][C:27]([O:26][C:23]([CH3:24])([CH3:25])[C:22]([OH:21])=[O:43])=[CH:32][CH:31]=1)(=[O:10])[C:11]1[CH:12]=[CH:13][CH:14]=[CH:15][CH:16]=1. The yield is 0.160. (4) The reactants are [Br:1][C:2]1[CH:10]=[C:9]2[C:5]([C:6](=O)[C:7](=[O:11])[NH:8]2)=[CH:4][CH:3]=1.C([O:16][C:17]1[C:25]2[C:20](=[CH:21][CH:22]=[CH:23][CH:24]=2)[NH:19][CH:18]=1)(=O)C.C([O-])([O-])=O.[Na+].[Na+]. The catalyst is CO. The yield is 0.900. The product is [CH:23]1[CH:24]=[C:25]2[C:17](/[C:18](/[NH:19][C:20]2=[CH:21][CH:22]=1)=[C:6]1\[C:5]2[CH:4]=[CH:3][C:2]([Br:1])=[CH:10][C:9]=2[NH:8][C:7]\1=[O:11])=[O:16]. (5) The reactants are [OH:1][C:2]1[N:7]=[C:6]([C:8]([O:10][CH3:11])=[O:9])[CH:5]=[CH:4][CH:3]=1.Br[CH2:13][C:14]1[CH:19]=[CH:18][CH:17]=[CH:16][CH:15]=1. The catalyst is C1(C)C=CC=CC=1.C(=O)([O-])[O-].[Ag+2]. The product is [CH2:13]([O:1][C:2]1[N:7]=[C:6]([C:8]([O:10][CH3:11])=[O:9])[CH:5]=[CH:4][CH:3]=1)[C:14]1[CH:19]=[CH:18][CH:17]=[CH:16][CH:15]=1. The yield is 0.530. (6) The reactants are [F:1][C:2]([F:15])([F:14])[CH:3]1[O:8][CH2:7][CH:6]([C:9]([O:11]CC)=[O:10])[CH2:5][CH2:4]1.[OH-].[Na+]. The catalyst is C1COCC1.CCO. The product is [F:14][C:2]([F:1])([F:15])[CH:3]1[O:8][CH2:7][CH:6]([C:9]([OH:11])=[O:10])[CH2:5][CH2:4]1. The yield is 0.980. (7) The product is [F:28][C:25]([C:23]1[CH:22]=[N:21][N:20]2[CH:8]=[CH:9][N:18]=[C:19]2[N:24]=1)([CH3:27])[CH3:26]. The yield is 0.170. The reactants are C(OC(O[CH2:8][CH3:9])CBr)C.C(O)C.C(=O)([O-])O.[Na+].[NH2:18][C:19]1[N:20]=[N:21][CH:22]=[C:23]([C:25]([F:28])([CH3:27])[CH3:26])[N:24]=1. The catalyst is Br.O. (8) The reactants are [CH3:1][C:2]1[NH:3][C:4]2[C:9]([C:10]=1[CH:11]=O)=[CH:8][CH:7]=[CH:6][CH:5]=2.[C:13]([C:16]1[CH:21]=[CH:20][N:19]=[CH:18][CH:17]=1)(=[O:15])[CH3:14].N1CCCCC1. The catalyst is CO. The product is [CH3:1][C:2]1[NH:3][C:4]2[C:9]([C:10]=1/[CH:11]=[CH:14]/[C:13]([C:16]1[CH:21]=[CH:20][N:19]=[CH:18][CH:17]=1)=[O:15])=[CH:8][CH:7]=[CH:6][CH:5]=2. The yield is 0.690.